Dataset: Full USPTO retrosynthesis dataset with 1.9M reactions from patents (1976-2016). Task: Predict the reactants needed to synthesize the given product. (1) The reactants are: Br[C:2]1[N:3]=[N:4][C:5]([C:8]2[S:9][C:10]([C:13]#[N:14])=[CH:11][N:12]=2)=[CH:6][N:7]=1.[F:15][CH:16]([F:28])[O:17][C:18]1[C:19]([C:24]([NH2:27])([CH3:26])[CH3:25])=[N:20][CH:21]=[CH:22][CH:23]=1. Given the product [F:28][CH:16]([F:15])[O:17][C:18]1[C:19]([C:24]([NH:27][C:2]2[N:3]=[N:4][C:5]([C:8]3[S:9][C:10]([C:13]#[N:14])=[CH:11][N:12]=3)=[CH:6][N:7]=2)([CH3:25])[CH3:26])=[N:20][CH:21]=[CH:22][CH:23]=1, predict the reactants needed to synthesize it. (2) The reactants are: [NH2:1][C:2]1[C:6]2[C:7]([Cl:13])=[C:8]([O:11][CH3:12])[CH:9]=[CH:10][C:5]=2[O:4][C:3]=1[C:14](=[O:25])/[CH:15]=[CH:16]/[C:17]1[S:21][C:20]([CH:22]([CH3:24])[CH3:23])=[N:19][CH:18]=1.CC#N.OP(O)(O)=O. Given the product [Cl:13][C:7]1[C:6]2[C:2]3[NH:1][CH:16]([C:17]4[S:21][C:20]([CH:22]([CH3:23])[CH3:24])=[N:19][CH:18]=4)[CH2:15][C:14](=[O:25])[C:3]=3[O:4][C:5]=2[CH:10]=[CH:9][C:8]=1[O:11][CH3:12], predict the reactants needed to synthesize it. (3) Given the product [N:1]12[CH2:10][CH:5]3[CH2:6][CH:7]([CH2:9][CH:3]([C@@H:4]3[NH:11][C:16](=[O:17])[C:15]3[CH:19]=[CH:20][CH:21]=[C:13]([F:12])[CH:14]=3)[CH2:2]1)[CH2:8]2, predict the reactants needed to synthesize it. The reactants are: [N:1]12[CH2:10][CH:5]3[CH2:6][CH:7]([CH2:9][CH:3]([C@@H:4]3[NH2:11])[CH2:2]1)[CH2:8]2.[F:12][C:13]1[CH:14]=[C:15]([CH:19]=[CH:20][CH:21]=1)[C:16](O)=[O:17].N. (4) Given the product [CH:43]1([C:38]2=[N:39][NH:40][C:41](=[O:42])/[C:37]/2=[C:27]2\[NH:28][C:29]3[C:34]([C:25]([S:56][C:53]4[CH:52]=[CH:51][C:50]([NH:49][C:46](=[O:48])[CH3:47])=[CH:55][CH:54]=4)=[CH:26]\2)=[CH:33][C:32]([O:35][CH3:36])=[CH:31][CH:30]=3)[CH2:45][CH2:44]1, predict the reactants needed to synthesize it. The reactants are: C1(C2CC(=O)NN=2)CC1.ClC1C2C(=CC=C(OC)C=2)[N+]([O-])=CC=1.Cl[C:25]1[C:34]2[C:29](=[CH:30][CH:31]=[C:32]([O:35][CH3:36])[CH:33]=2)[NH:28]/[C:27](=[C:37]2/[C:38]([CH:43]3[CH2:45][CH2:44]3)=[N:39][NH:40][C:41]/2=[O:42])/[CH:26]=1.[C:46]([NH:49][C:50]1[CH:55]=[CH:54][C:53]([SH:56])=[CH:52][CH:51]=1)(=[O:48])[CH3:47]. (5) Given the product [Cl:1][C:2]1[N:3]=[C:4]([N:12]2[CH2:17][CH2:16][O:15][CH2:14][CH2:13]2)[C:5]2[S:10][C:9]([C:5]3[CH:4]=[C:23]([CH:9]=[CH:8][CH:6]=3)[CH:22]=[O:21])=[CH:8][C:6]=2[N:7]=1, predict the reactants needed to synthesize it. The reactants are: [Cl:1][C:2]1[N:3]=[C:4]([N:12]2[CH2:17][CH2:16][O:15][CH2:14][CH2:13]2)[C:5]2[S:10][C:9](I)=[CH:8][C:6]=2[N:7]=1.C([O:21][CH2:22][CH3:23])(=O)C.